Predict the product of the given reaction. From a dataset of Forward reaction prediction with 1.9M reactions from USPTO patents (1976-2016). (1) Given the reactants [Br:1][C:2]1[C:3]([C:9]#[N:10])=[N:4][CH:5]=[C:6](F)[CH:7]=1.CCN(C(C)C)C(C)C.[NH2:20][C@@H:21]1[CH2:26][CH2:25][CH2:24][CH2:23][C@@H:22]1[NH:27][C:28](=[O:34])[O:29][C:30]([CH3:33])([CH3:32])[CH3:31], predict the reaction product. The product is: [Br:1][C:2]1[CH:7]=[C:6]([NH:20][C@@H:21]2[CH2:26][CH2:25][CH2:24][CH2:23][C@@H:22]2[NH:27][C:28](=[O:34])[O:29][C:30]([CH3:32])([CH3:31])[CH3:33])[CH:5]=[N:4][C:3]=1[C:9]#[N:10]. (2) Given the reactants CO[CH:3](OC)[CH2:4][N:5]([CH:16]1[CH2:21][CH2:20][N:19]([C:22]([O:24][C:25]([CH3:28])([CH3:27])[CH3:26])=[O:23])[CH2:18][CH2:17]1)[C:6]([NH:8][C:9]1[CH:14]=[CH:13][CH:12]=[CH:11][C:10]=1[F:15])=[O:7].CS(O)(=O)=O.C(=O)([O-])[O-].[Na+].[Na+].C(OC(OC(C)(C)C)=O)(OC(C)(C)C)=O, predict the reaction product. The product is: [F:15][C:10]1[CH:11]=[CH:12][CH:13]=[CH:14][C:9]=1[N:8]1[CH:3]=[CH:4][N:5]([CH:16]2[CH2:17][CH2:18][N:19]([C:22]([O:24][C:25]([CH3:28])([CH3:27])[CH3:26])=[O:23])[CH2:20][CH2:21]2)[C:6]1=[O:7].